This data is from Forward reaction prediction with 1.9M reactions from USPTO patents (1976-2016). The task is: Predict the product of the given reaction. (1) Given the reactants [CH:1]1([CH2:4][O:5][C:6]2[CH:15]=[C:14]([N+:16]([O-])=O)[CH:13]=[CH:12][C:7]=2[C:8]([O:10][CH3:11])=[O:9])[CH2:3][CH2:2]1, predict the reaction product. The product is: [NH2:16][C:14]1[CH:13]=[CH:12][C:7]([C:8]([O:10][CH3:11])=[O:9])=[C:6]([O:5][CH2:4][CH:1]2[CH2:3][CH2:2]2)[CH:15]=1. (2) Given the reactants Cl[C:2]([C@@H:4]1[CH2:8][CH2:7][CH2:6][N:5]1[C:9]([O:11][CH2:12][C:13]1[CH:18]=[CH:17][CH:16]=[CH:15][CH:14]=1)=[O:10])=[O:3].CCN(CC)CC.[CH3:26][O:27][C:28]1[CH:58]=[CH:57][C:31]([CH2:32][N:33]2[CH2:34][N:33]([CH2:32][C:31]3[CH:57]=[CH:58][C:28]([O:27][CH3:26])=[CH:29][CH:30]=3)[CH2:34][N:33]([CH2:32][C:31]3[CH:57]=[CH:58][C:28]([O:27][CH3:26])=[CH:29][CH:30]=3)[CH2:34]2)=[CH:30][CH:29]=1.B(F)(F)F.CCOCC, predict the reaction product. The product is: [CH3:26][O:27][C:28]1[CH:58]=[CH:57][C:31]([CH2:32][N:33]2[CH2:34][C:4]3([CH2:8][CH2:7][CH2:6][N:5]3[C:9]([O:11][CH2:12][C:13]3[CH:18]=[CH:17][CH:16]=[CH:15][CH:14]=3)=[O:10])[C:2]2=[O:3])=[CH:30][CH:29]=1. (3) The product is: [Cl:28][CH2:29][O:17][C:16](=[O:18])[C:15]1[CH:19]=[CH:20][CH:21]=[CH:22][C:14]=1[CH2:13][C:3]1[C:4](=[O:12])[O:5][C:6]2[C:11]([C:2]=1[OH:1])=[CH:10][CH:9]=[CH:8][CH:7]=2. Given the reactants [OH:1][C:2]1[C:11]2[C:6](=[CH:7][CH:8]=[CH:9][CH:10]=2)[O:5][C:4](=[O:12])[C:3]=1[CH2:13][C:14]1[CH:22]=[CH:21][CH:20]=[CH:19][C:15]=1[C:16]([OH:18])=[O:17].C(=O)(O)[O-].[Na+].[Cl:28][CH2:29]OS(Cl)(=O)=O, predict the reaction product. (4) Given the reactants [CH3:1][CH:2]([CH3:7])[CH:3]([OH:6])[C:4]#[CH:5].[H-].[Na+].[CH2:10](Br)[CH:11]=[CH2:12], predict the reaction product. The product is: [CH2:12]([O:6][CH:3]([CH:2]([CH3:7])[CH3:1])[C:4]#[CH:5])[CH:11]=[CH2:10].